Dataset: Reaction yield outcomes from USPTO patents with 853,638 reactions. Task: Predict the reaction yield, written as a fraction of the theoretical maximum amount of product (1.0 means a 100% yield; for example, 0.34 means a 34% yield). (1) The product is [C:1]([O:4][CH2:5][C:6]1[CH:11]=[C:10]([C:12]#[N:13])[CH:9]=[CH:8][C:7]=1[B:15]1[O:19][C:18]([CH3:21])([CH3:20])[C:17]([CH3:23])([CH3:22])[O:16]1)(=[O:3])[CH3:2]. The yield is 0.615. The catalyst is O1CCOCC1.C1C=CC(P(C2C=CC=CC=2)[C-]2C=CC=C2)=CC=1.C1C=CC(P(C2C=CC=CC=2)[C-]2C=CC=C2)=CC=1.Cl[Pd]Cl.[Fe+2]. The reactants are [C:1]([O:4][CH2:5][C:6]1[CH:11]=[C:10]([C:12]#[N:13])[CH:9]=[CH:8][C:7]=1Br)(=[O:3])[CH3:2].[B:15]1([B:15]2[O:19][C:18]([CH3:21])([CH3:20])[C:17]([CH3:23])([CH3:22])[O:16]2)[O:19][C:18]([CH3:21])([CH3:20])[C:17]([CH3:23])([CH3:22])[O:16]1.CC([O-])=O.[K+]. (2) The reactants are [F:1][C:2]([F:16])([F:15])[C:3]1[CH:8]=[CH:7][C:6]([C:9]2[CH:10]=[N:11][CH:12]=[CH:13][CH:14]=2)=[CH:5][CH:4]=1.[ClH:17]. The catalyst is CCO.[Pt](=O)=O. The product is [ClH:17].[F:16][C:2]([F:1])([F:15])[C:3]1[CH:4]=[CH:5][C:6]([CH:9]2[CH2:14][CH2:13][CH2:12][NH:11][CH2:10]2)=[CH:7][CH:8]=1. The yield is 0.940. (3) The reactants are [CH2:1]([O:8][C:9]1[CH:10]=[C:11]([C:17]2[N:18]=[C:19]([CH:27]3[CH2:30][CH2:29][CH2:28]3)[N:20]3[CH:25]=[CH:24][N:23]=[C:22](Cl)[C:21]=23)[CH:12]=[CH:13][C:14]=1[O:15][CH3:16])[C:2]1[CH:7]=[CH:6][CH:5]=[CH:4][CH:3]=1.C(OC1C=C(C(NC(C2CCC2)=O)C2C(Cl)=NC=C[N:49]=2)C=CC=1OC)C1C=CC=CC=1. The catalyst is O=P(Cl)(Cl)Cl. The product is [CH2:1]([O:8][C:9]1[CH:10]=[C:11]([C:17]2[N:18]=[C:19]([CH:27]3[CH2:30][CH2:29][CH2:28]3)[N:20]3[CH:25]=[CH:24][N:23]=[C:22]([NH2:49])[C:21]=23)[CH:12]=[CH:13][C:14]=1[O:15][CH3:16])[C:2]1[CH:7]=[CH:6][CH:5]=[CH:4][CH:3]=1. The yield is 0.870. (4) The reactants are [Cl:1][C:2]1[CH:7]=[CH:6][C:5]([C:8]2[C:12]([CH2:13][O:14][C:15]3[CH:23]=[CH:22][C:18]([C:19]([OH:21])=O)=[CH:17][N:16]=3)=[CH:11][O:10][N:9]=2)=[CH:4][CH:3]=1.[NH2:24][CH2:25][CH:26]([OH:28])[CH3:27]. No catalyst specified. The product is [Cl:1][C:2]1[CH:3]=[CH:4][C:5]([C:8]2[C:12]([CH2:13][O:14][C:15]3[CH:23]=[CH:22][C:18]([C:19]([NH:24][CH2:25][CH:26]([OH:28])[CH3:27])=[O:21])=[CH:17][N:16]=3)=[CH:11][O:10][N:9]=2)=[CH:6][CH:7]=1. The yield is 0.430. (5) The reactants are [Br:1][C:2]1[CH:3]=[C:4]2[C:9](=[CH:10][CH:11]=1)[N:8]([C:12]1[CH:17]=[CH:16][C:15]([F:18])=[CH:14][CH:13]=1)[CH:7]=[C:6]([C:19](OCC)=[O:20])[C:5]2=[O:24].[NH3:25]. The catalyst is CO. The product is [Br:1][C:2]1[CH:3]=[C:4]2[C:9](=[CH:10][CH:11]=1)[N:8]([C:12]1[CH:17]=[CH:16][C:15]([F:18])=[CH:14][CH:13]=1)[CH:7]=[C:6]([C:19]([NH2:25])=[O:20])[C:5]2=[O:24]. The yield is 0.950. (6) The reactants are [Cl:1][C:2]1[CH:7]=[C:6]([Cl:8])[CH:5]=[CH:4][C:3]=1[C:9]1[O:10][C:11]([CH:26]([CH3:28])[CH3:27])=[C:12]([CH2:14][CH2:15][C:16]([C:18]2[CH:23]=[CH:22][C:21]([OH:24])=[C:20]([CH3:25])[CH:19]=2)=[O:17])[N:13]=1.Br[C:30]([CH3:37])([CH3:36])[C:31]([O:33][CH2:34][CH3:35])=[O:32].C(=O)([O-])[O-].[K+].[K+]. The catalyst is C(C(C)=O)C. The product is [Cl:1][C:2]1[CH:7]=[C:6]([Cl:8])[CH:5]=[CH:4][C:3]=1[C:9]1[O:10][C:11]([CH:26]([CH3:28])[CH3:27])=[C:12]([CH2:14][CH2:15][C:16]([C:18]2[CH:23]=[CH:22][C:21]([O:24][C:30]([CH3:37])([CH3:36])[C:31]([O:33][CH2:34][CH3:35])=[O:32])=[C:20]([CH3:25])[CH:19]=2)=[O:17])[N:13]=1. The yield is 1.00.